From a dataset of Reaction yield outcomes from USPTO patents with 853,638 reactions. Predict the reaction yield, written as a fraction of the theoretical maximum amount of product (1.0 means a 100% yield; for example, 0.34 means a 34% yield). The reactants are [CH3:1][O:2][C:3]1[CH:4]=[C:5]2[C:10](=[CH:11][C:12]=1[O:13][CH3:14])[N:9]=[CH:8][N:7]=[C:6]2[NH:15][C:16]1[CH:21]=[CH:20][C:19]([N+:22]([O-])=O)=[CH:18][C:17]=1[F:25]. The catalyst is CN(C=O)C.CO.[Pd]. The product is [CH3:1][O:2][C:3]1[CH:4]=[C:5]2[C:10](=[CH:11][C:12]=1[O:13][CH3:14])[N:9]=[CH:8][N:7]=[C:6]2[NH:15][C:16]1[CH:21]=[CH:20][C:19]([NH2:22])=[CH:18][C:17]=1[F:25]. The yield is 0.650.